From a dataset of NCI-60 drug combinations with 297,098 pairs across 59 cell lines. Regression. Given two drug SMILES strings and cell line genomic features, predict the synergy score measuring deviation from expected non-interaction effect. (1) Drug 1: CC1=C2C(C(=O)C3(C(CC4C(C3C(C(C2(C)C)(CC1OC(=O)C(C(C5=CC=CC=C5)NC(=O)OC(C)(C)C)O)O)OC(=O)C6=CC=CC=C6)(CO4)OC(=O)C)OC)C)OC. Drug 2: CC(C1=C(C=CC(=C1Cl)F)Cl)OC2=C(N=CC(=C2)C3=CN(N=C3)C4CCNCC4)N. Cell line: HCT116. Synergy scores: CSS=56.8, Synergy_ZIP=-1.75, Synergy_Bliss=-4.76, Synergy_Loewe=-17.6, Synergy_HSA=-2.78. (2) Drug 1: CC1C(C(CC(O1)OC2CC(CC3=C2C(=C4C(=C3O)C(=O)C5=C(C4=O)C(=CC=C5)OC)O)(C(=O)CO)O)N)O.Cl. Drug 2: C(CN)CNCCSP(=O)(O)O. Cell line: OVCAR3. Synergy scores: CSS=4.08, Synergy_ZIP=-1.06, Synergy_Bliss=-3.14, Synergy_Loewe=2.62, Synergy_HSA=-6.35. (3) Drug 2: C1CN(P(=O)(OC1)NCCCl)CCCl. Synergy scores: CSS=24.5, Synergy_ZIP=-3.63, Synergy_Bliss=-2.39, Synergy_Loewe=-27.4, Synergy_HSA=-2.30. Drug 1: C1=NC2=C(N1)C(=S)N=C(N2)N. Cell line: U251. (4) Drug 1: CC1=CC2C(CCC3(C2CCC3(C(=O)C)OC(=O)C)C)C4(C1=CC(=O)CC4)C. Drug 2: C1=NC(=NC(=O)N1C2C(C(C(O2)CO)O)O)N. Cell line: A549. Synergy scores: CSS=5.86, Synergy_ZIP=-2.98, Synergy_Bliss=-0.366, Synergy_Loewe=-2.96, Synergy_HSA=-1.97. (5) Drug 1: CS(=O)(=O)C1=CC(=C(C=C1)C(=O)NC2=CC(=C(C=C2)Cl)C3=CC=CC=N3)Cl. Drug 2: C1=CC(=C2C(=C1NCCNCCO)C(=O)C3=C(C=CC(=C3C2=O)O)O)NCCNCCO. Cell line: OVCAR-8. Synergy scores: CSS=57.2, Synergy_ZIP=11.9, Synergy_Bliss=11.5, Synergy_Loewe=-8.15, Synergy_HSA=12.8. (6) Synergy scores: CSS=5.10, Synergy_ZIP=1.24, Synergy_Bliss=7.89, Synergy_Loewe=3.34, Synergy_HSA=3.75. Drug 1: C1CCC(CC1)NC(=O)N(CCCl)N=O. Drug 2: CC(C)CN1C=NC2=C1C3=CC=CC=C3N=C2N. Cell line: HOP-62.